Regression. Given a peptide amino acid sequence and an MHC pseudo amino acid sequence, predict their binding affinity value. This is MHC class II binding data. From a dataset of Peptide-MHC class II binding affinity with 134,281 pairs from IEDB. (1) The peptide sequence is IGHLLRGRNHFIYIV. The MHC is DRB1_0405 with pseudo-sequence DRB1_0405. The binding affinity (normalized) is 0.791. (2) The peptide sequence is GELQIVDKIDAAFII. The MHC is DRB3_0202 with pseudo-sequence DRB3_0202. The binding affinity (normalized) is 0.270. (3) The peptide sequence is VVLGLATSPTAEGGK. The MHC is DRB1_0401 with pseudo-sequence DRB1_0401. The binding affinity (normalized) is 0.495. (4) The peptide sequence is WKMLDPRQGLAVLRK. The MHC is DRB1_0901 with pseudo-sequence DRB1_0901. The binding affinity (normalized) is 0.213. (5) The peptide sequence is AGFFLLTRILTIPQS. The MHC is DRB1_1302 with pseudo-sequence DRB1_1302. The binding affinity (normalized) is 0.686.